Dataset: Forward reaction prediction with 1.9M reactions from USPTO patents (1976-2016). Task: Predict the product of the given reaction. (1) Given the reactants [C:1]1([CH3:36])[CH:6]=[CH:5][CH:4]=[CH:3][C:2]=1[NH:7][C:8]1[O:9][C:10]2[CH:16]=[C:15]([CH2:17][C:18]([NH:20][C:21]3[CH:22]=[C:23]4[C:27](=[CH:28][CH:29]=3)[CH:26]([CH2:30][C:31]([O:33]CC)=[O:32])[CH2:25][CH2:24]4)=[O:19])[CH:14]=[CH:13][C:11]=2[N:12]=1.[OH-].[Na+], predict the reaction product. The product is: [C:1]1([CH3:36])[CH:6]=[CH:5][CH:4]=[CH:3][C:2]=1[NH:7][C:8]1[O:9][C:10]2[CH:16]=[C:15]([CH2:17][C:18]([NH:20][C:21]3[CH:22]=[C:23]4[C:27](=[CH:28][CH:29]=3)[CH:26]([CH2:30][C:31]([OH:33])=[O:32])[CH2:25][CH2:24]4)=[O:19])[CH:14]=[CH:13][C:11]=2[N:12]=1. (2) Given the reactants CC1(C)C(C)(C)OB([C:9]2[CH:24]=[CH:23][C:12]([O:13][C:14]3[NH:18][C:17]4[CH:19]=[CH:20][CH:21]=[CH:22][C:16]=4[N:15]=3)=[CH:11][CH:10]=2)O1.Br[C:27]1[C:28]2[N:39]=[CH:38][CH:37]=[CH:36][C:29]=2[N:30]2[C:35]=1[CH2:34][CH2:33][CH2:32][CH2:31]2.C([O-])([O-])=O.[K+].[K+], predict the reaction product. The product is: [NH:18]1[C:17]2[CH:19]=[CH:20][CH:21]=[CH:22][C:16]=2[N:15]=[C:14]1[O:13][C:12]1[CH:11]=[CH:10][C:9]([C:27]2[C:28]3[N:39]=[CH:38][CH:37]=[CH:36][C:29]=3[N:30]3[C:35]=2[CH2:34][CH2:33][CH2:32][CH2:31]3)=[CH:24][CH:23]=1. (3) Given the reactants [K].[C:2]1(=[O:19])[N:6]([CH2:7][CH2:8][CH2:9][S:10]([O-])(=[O:12])=[O:11])[C:5](=[O:14])[C:4]2=[CH:15][CH:16]=[CH:17][CH:18]=[C:3]12.P(Cl)(Cl)(Cl)(Cl)[Cl:21], predict the reaction product. The product is: [C:2]1(=[O:19])[N:6]([CH2:7][CH2:8][CH2:9][S:10]([Cl:21])(=[O:12])=[O:11])[C:5](=[O:14])[C:4]2=[CH:15][CH:16]=[CH:17][CH:18]=[C:3]12. (4) The product is: [C:1]([O:5][C:6]([NH:8][C:9]1[CH:28]=[N:27][CH:26]=[CH:25][C:10]=1[C:11]1[O:12][C:15]2[CH:16]=[CH:17][C:18]([C:20]([F:21])([F:23])[F:22])=[CH:19][C:14]=2[N:13]=1)=[O:7])([CH3:3])([CH3:2])[CH3:4]. Given the reactants [C:1]([O:5][C:6]([NH:8][C:9]1[CH:28]=[N:27][CH:26]=[CH:25][C:10]=1[C:11]([NH:13][C:14]1[CH:19]=[C:18]([C:20]([F:23])([F:22])[F:21])[CH:17]=[CH:16][C:15]=1O)=[O:12])=[O:7])([CH3:4])([CH3:3])[CH3:2].O1CCCC1.C1(P(C2C=CC=CC=2)C2C=CC=CC=2)C=CC=CC=1.N(C(OCC)=O)=NC(OCC)=O, predict the reaction product.